Binary Classification. Given a miRNA mature sequence and a target amino acid sequence, predict their likelihood of interaction. From a dataset of Experimentally validated miRNA-target interactions with 360,000+ pairs, plus equal number of negative samples. (1) The miRNA is mmu-miR-466d-5p with sequence UGUGUGUGCGUACAUGUACAUG. The protein sequence of the target gene is MDFSRPSFSPWRWLTLVASLLTCGICQASGQIFISPDSLLGVEKYRTILTLENVPEDVLEYSWYRGKDNSTENMIFSYKPPNTRHPGPSYSGRENVTRAGSLVVRMSAVNDTGYYTVEVDTSNETQRATGWLQIVKLRSNPGISANTSALVEGMDSVVAKCLTNSSNISWYVNFVPTSGSNRMTISPDGKTLIIHRVSRYDHTLQCAIEDVPEILQKSELIQLTVAYGPDYVSLWTQPYFFAGVLTADIGSSVQLECNCFSKPEPRYHWIHNGSFLSIPENNMTLPSLSWEQMGSYRCVV.... Result: 1 (interaction). (2) The miRNA is hsa-miR-1290 with sequence UGGAUUUUUGGAUCAGGGA. The protein sequence of the target gene is MPGAAGVLLLLLLSGGLGGVQAQRPQQQRQSQAHQQRGLFPAVLNLASNALITTNATCGEKGPEMYCKLVEHVPGQPVRNPQCRICNQNSSNPNQRHPITNAIDGKNTWWQSPSIKNGIEYHYVTITLDLQQVFQIAYVIVKAANSPRPGNWILERSLDDVEYKPWQYHAVTDTECLTLYNIYPRTGPPSYAKDDEVICTSFYSKIHPLENGEIHISLINGRPSADDPSPELLEFTSARYIRLRFQRIRTLNADLMMFAHKDPREIDPIVTRRYYYSVKDISVGGMCICYGHARACPLDP.... Result: 0 (no interaction). (3) The miRNA is mmu-miR-878-5p with sequence UAUCUAGUUGGAUGUCAAGACA. The protein sequence of the target gene is MKLGCVLMAWALYLSLGVLWVAQMLLAASFETLQCEGPVCTEESSCHTEDDLTDAREAGFQVKAYTFSEPFHLIVSYDWLILQGPAKPVFEGDLLVLRCQAWQDWPLTQVTFYRDGSALGPPGPNREFSITVVQKADSGHYHCSGIFQSPGPGIPETASVVAITVQELFPAPILRAVPSAEPQAGSPMTLSCQTKLPLQRSAARLLFSFYKDGRIVQSRGLSSEFQIPTASEDHSGSYWCEAATEDNQVWKQSPQLEIRVQGASSSAAPPTLNPAPQKSAAPGTAPEEAPGPLPPPPTPS.... Result: 0 (no interaction). (4) The miRNA is hsa-miR-942-5p with sequence UCUUCUCUGUUUUGGCCAUGUG. The protein sequence of the target gene is MADAEARAEFPEEARPDRGTLQVLQDMASRLRIHSIRATCSTSSGHPTSCSSSSEIMSVLFFYIMRYKQSDPENPDNDRFVLAKRLSFVDVATGWLGQGLGVACGMAYTGKYFDRASYRVFCLMSDGESSEGSVWEAMAFASYYSLDNLVAIFDVNRLGHSGALPAEHCINIYQRRCEAFGWNTYVVDGRDVEALCQVFWQASQVKHKPTAVVAKTFKGRGTPSIEDAESWHAKPMPRERADAIIKLIESQIQTSRNLDPQPPIEDSPEVNITDVRMTSPPDYRVGDKIATRKACGLALA.... Result: 0 (no interaction). (5) The miRNA is hsa-miR-3973 with sequence ACAAAGUACAGCAUUAGCCUUAG. The protein sequence of the target gene is MEPIGARLSLEAPGPAPFREAPPAEELPAPVVPCVQGGGDGGGASETPSPDAQLGDRPLSPKEEAAPQEQEELLECRRRCRARSFSLPADPILQAAKFLQQQQQQAVALGGEGAEDAQLGPGGCCAKCKKRVQFADTLGLSLASVKHFSEAEEPQVPPAVLSRLRSFPMRAEDLEQLGGLLAAAAVAAPLSAPPSRLRPLFQLPGPSAAAERLQRQRVCLERVQCSTASGAEVKGSGRVLSCPGPRAVTVRYTFTEWRSFLDVPAELQPEPLEPQQPEAPSGASEPGSGDAKKEPGAECF.... Result: 1 (interaction). (6) The miRNA is hsa-miR-129-5p with sequence CUUUUUGCGGUCUGGGCUUGC. The protein sequence of the target gene is MSDRLGQITKGKDGKSKYSTLSLFDKYKGKSVDAIRSSVIPRHGLQSLGKVAAARRMPPPANLPSLKSENKGNDPNIVIVPKDGTGWANKQDQQDPKSSSATASQPPESLPQPGLQKSVSNLQKPTQSISQENTNSVPGGPKSWAQLNGKPVGHEGGLRGSSRLLSFSPEEFPTLKAAGGQDKAGKEKGVLDLSYGPGPSLRPQNVTSWREGGGRHIISATSLSTSPTELGSRNSSTGDGAPSSACTSDSKDPSLRPAQPVRKGASQFMGNVYHPPTYHDMLPAFMCSPKSSENQGTVER.... Result: 1 (interaction). (7) The miRNA is rno-miR-378a-5p with sequence CUCCUGACUCCAGGUCCUGUGU. The protein sequence of the target gene is MVGGEASAAVEKLVSGVRQAADFAEQFRSYSESEKQWKARMEFILRHLPDYRDPPDGGGRLDQLLSLSMVWANHLFLGCSYNKDLLDKVMEMADGIEVEDLPQFTTRSELMRKHQS. Result: 0 (no interaction). (8) The miRNA is hsa-miR-2861 with sequence GGGGCCUGGCGGUGGGCGG. The protein sequence of the target gene is MVMSLRAGYRAALSLWILSSFICRAWTAPSTFQKCDEPLISGLPHVSFSSSSSLSSSYAPGYAKINKRGGAGGWSPSDSDHYQWLQVDFGNRKQISAIATQGRYSSSDWVTQYRMLYSDTGRNWKPYHQDGNIWAFPGNINSDSVVRHDLQHAVVARYVRIVPLDWNGEGHIGLRAEVYGCAYWADVINFDGHGVLPYRFRNKKMKTLKDVIALKFKTSESEGVLLHGEGQQGDYITLELKKAKLVLSLNLGSNQLGPIYGHTSVTSGSLLDDHHWHSVLIERQGRSINLTLDRSMQHFR.... Result: 0 (no interaction).